Predict the product of the given reaction. From a dataset of Forward reaction prediction with 1.9M reactions from USPTO patents (1976-2016). Given the reactants [NH2:1][CH:2]([P:6]([OH:8])[OH:7])[CH:3]([CH3:5])[CH3:4].[OH-].[Na+].Cl[C:12]([O:14][CH2:15][C:16]1[CH:21]=[CH:20][CH:19]=[CH:18][CH:17]=1)=[O:13], predict the reaction product. The product is: [CH2:15]([O:14][C:12]([NH:1][CH:2]([P:6]([OH:8])[OH:7])[CH:3]([CH3:5])[CH3:4])=[O:13])[C:16]1[CH:21]=[CH:20][CH:19]=[CH:18][CH:17]=1.